This data is from Forward reaction prediction with 1.9M reactions from USPTO patents (1976-2016). The task is: Predict the product of the given reaction. (1) Given the reactants [F:1][C:2]1[CH:7]=[CH:6][C:5]([C:8](=[O:13])[CH2:9][C:10](=[O:12])[CH3:11])=[CH:4][CH:3]=1.C(=O)([O-])[O-].[K+].[K+].Br[CH2:21][CH2:22][CH2:23][CH2:24][CH2:25][C:26]([O:28][CH2:29][CH3:30])=[O:27].Cl, predict the reaction product. The product is: [F:1][C:2]1[CH:3]=[CH:4][C:5]([C:8]([CH:9]([C:10](=[O:12])[CH3:11])[CH2:21][CH2:22][CH2:23][CH2:24][CH2:25][C:26]([O:28][CH2:29][CH3:30])=[O:27])=[O:13])=[CH:6][CH:7]=1. (2) Given the reactants C[O:2][C:3]([C:5]1[C@H:9]([CH2:10][O:11][CH2:12][C:13]2[CH:18]=[CH:17][CH:16]=[CH:15][CH:14]=2)[C@@H:8]([O:19][Si:20]([C:23]([CH3:26])([CH3:25])[CH3:24])([CH3:22])[CH3:21])[CH2:7][CH:6]=1)=O.[H-].C([Al+]CC(C)C)C(C)C.C(C(C(C([O-])=O)O)O)([O-])=O.[Na+].[K+], predict the reaction product. The product is: [CH3:26][C:23]([Si:20]([CH3:22])([CH3:21])[O:19][C@@H:8]1[C@@H:9]([CH2:10][O:11][CH2:12][C:13]2[CH:14]=[CH:15][CH:16]=[CH:17][CH:18]=2)[C:5]([CH2:3][OH:2])=[CH:6][CH2:7]1)([CH3:24])[CH3:25]. (3) The product is: [NH2:24][C:20]1[N:21]=[C:22]([NH2:38])[C:17]2[CH:16]=[CH:15][N:14]([C@@H:12]3[O:11][C@H:10]([CH2:25][OH:26])[C@@H:9]([OH:8])[CH2:13]3)[C:18]=2[N:19]=1. Given the reactants CC1C=CC(C([O:8][C@H:9]2[CH2:13][C@H:12]([N:14]3[C:18]4[N:19]=[C:20]([NH2:24])[N:21]=[C:22](Cl)[C:17]=4[CH:16]=[CH:15]3)[O:11][C@@H:10]2[CH2:25][O:26]C(=O)C2C=CC(C)=CC=2)=O)=CC=1.[NH3:38], predict the reaction product. (4) Given the reactants [Cl-].[Cl:2][C:3]1[C:12]2[C:7](=[CH:8][C:9]([C:13]#[N:14])=[CH:10][CH:11]=2)[CH:6]=[CH:5][C:4]=1[O:15][CH2:16][CH2:17][NH3+:18].[CH3:19][C:20]1[O:24][C:23]([CH:25]=O)=[CH:22][CH:21]=1, predict the reaction product. The product is: [Cl:2][C:3]1[C:4]([O:15][CH2:16][CH2:17][NH:18][CH2:25][C:23]2[O:24][C:20]([CH3:19])=[CH:21][CH:22]=2)=[CH:5][CH:6]=[C:7]2[C:12]=1[CH:11]=[CH:10][C:9]([C:13]#[N:14])=[CH:8]2. (5) The product is: [ClH:39].[Cl:39][C:35]1[C:34]([CH3:40])=[N:33][C:32]2[N:37]([N:38]=[C:30]3[CH2:29][N:28]([C:26]([C:20]4[CH:21]=[CH:22][C:23]([F:25])=[CH:24][C:19]=4[O:18][CH2:17][CH2:16][NH:14][CH3:13])=[O:27])[CH2:41][C:31]3=2)[CH:36]=1. Given the reactants Cl.O1CCOCC1.C(O[C:13](=O)[N:14]([CH2:16][CH2:17][O:18][C:19]1[CH:24]=[C:23]([F:25])[CH:22]=[CH:21][C:20]=1[C:26]([N:28]1[CH2:41][C:31]2=[C:32]3[N:37]([N:38]=[C:30]2[CH2:29]1)[CH:36]=[C:35]([Cl:39])[C:34]([CH3:40])=[N:33]3)=[O:27])C)(C)(C)C, predict the reaction product. (6) The product is: [S:13]1[C:12]2[CH:11]=[CH:10][N:9]=[CH:8][C:7]=2[N:6]=[CH:14]1. Given the reactants C(O[NH:6][C:7]1[CH:8]=[N:9][CH:10]=[CH:11][C:12]=1[SH:13])(C)(C)C.[CH:14](O)=O, predict the reaction product. (7) Given the reactants N[C:2]1[CH:11]=[C:10]([C:12]([O:14][CH3:15])=[O:13])[CH:9]=[CH:8][C:3]=1[C:4]([O:6][CH3:7])=[O:5].N([O-])=O.[Na+].C(O)CCC.[BrH:25], predict the reaction product. The product is: [Br:25][C:2]1[CH:11]=[C:10]([C:12]([O:14][CH3:15])=[O:13])[CH:9]=[CH:8][C:3]=1[C:4]([O:6][CH3:7])=[O:5]. (8) Given the reactants [CH3:1][O:2][C:3](=[O:11])[C:4]1[CH:9]=[CH:8][CH:7]=[N:6][C:5]=1[OH:10].[I:12]N1C(=O)CCC1=O, predict the reaction product. The product is: [CH3:1][O:2][C:3](=[O:11])[C:4]1[CH:9]=[C:8]([I:12])[CH:7]=[N:6][C:5]=1[OH:10]. (9) Given the reactants [F:1][C:2]1[CH:7]=[CH:6][C:5]([NH:8][CH2:9][C:10](O)=[O:11])=[C:4]([N+:13]([O-])=O)[CH:3]=1, predict the reaction product. The product is: [F:1][C:2]1[CH:3]=[C:4]2[C:5]([NH:8][CH2:9][C:10](=[O:11])[NH:13]2)=[CH:6][CH:7]=1. (10) Given the reactants Cl[C:2]1[CH:7]=[C:6]([C:8]2[CH:13]=[CH:12][CH:11]=[CH:10][CH:9]=2)[N:5]=[C:4]([NH2:14])[N:3]=1.C(N(CC)CC)C.[C:22]1([C:28]#[CH:29])[CH:27]=[CH:26][CH:25]=[CH:24][CH:23]=1, predict the reaction product. The product is: [C:8]1([C:6]2[CH:7]=[C:2]([C:29]#[C:28][C:22]3[CH:27]=[CH:26][CH:25]=[CH:24][CH:23]=3)[N:3]=[C:4]([NH2:14])[N:5]=2)[CH:13]=[CH:12][CH:11]=[CH:10][CH:9]=1.